Dataset: Forward reaction prediction with 1.9M reactions from USPTO patents (1976-2016). Task: Predict the product of the given reaction. (1) The product is: [CH2:12]([CH:15]1[CH2:20][CH2:19][N:18]([C:2]([O:4][C:5]2[CH:10]=[CH:9][C:8]([Cl:11])=[CH:7][CH:6]=2)=[O:3])[CH2:17][CH2:16]1)[C:13]#[CH:14]. Given the reactants Cl[C:2]([O:4][C:5]1[CH:10]=[CH:9][C:8]([Cl:11])=[CH:7][CH:6]=1)=[O:3].[CH2:12]([CH:15]1[CH2:20][CH2:19][N:18](C(OC(C)(C)C)=O)[CH2:17][CH2:16]1)[C:13]#[CH:14], predict the reaction product. (2) Given the reactants Br[C:2]1[CH:7]=[CH:6][N:5]=[C:4]2[N:8]([CH3:13])[CH:9]=[C:10]([CH:11]=[O:12])[C:3]=12.[C:14]1(B(O)O)[CH:19]=[CH:18][CH:17]=[CH:16][CH:15]=1, predict the reaction product. The product is: [CH3:13][N:8]1[C:4]2=[N:5][CH:6]=[CH:7][C:2]([C:14]3[CH:19]=[CH:18][CH:17]=[CH:16][CH:15]=3)=[C:3]2[C:10]([CH:11]=[O:12])=[CH:9]1. (3) Given the reactants Cl[C:2]1[N:7]=[N:6][C:5](N=CN(C)C)=[CH:4][CH:3]=1.Cl[C:14]1[CH:15]=[CH:16][C:17]2[N:18]([C:20]([C:23]([C:25]3[CH:30]=[CH:29][C:28]([O:31][CH3:32])=[CH:27][CH:26]=3)=[O:24])=[CH:21][N:22]=2)[N:19]=1, predict the reaction product. The product is: [CH3:32][O:31][C:28]1[CH:29]=[CH:30][C:25]([C:23]([C:20]2[N:18]3[N:19]=[C:14]([C:3]4[CH:2]=[N:7][N:6]([CH3:5])[CH:4]=4)[CH:15]=[CH:16][C:17]3=[N:22][CH:21]=2)=[O:24])=[CH:26][CH:27]=1. (4) Given the reactants [OH:1][C:2]1[CH:9]=[C:8]([O:10][CH3:11])[CH:7]=[CH:6][C:3]=1[CH:4]=[O:5].C(=O)([O-])[O-].[K+].[K+].[CH3:18][O:19][CH2:20]Cl.C(OC(C)C)(C)C, predict the reaction product. The product is: [CH3:18][O:19][CH2:20][O:1][C:2]1[CH:9]=[C:8]([O:10][CH3:11])[CH:7]=[CH:6][C:3]=1[CH:4]=[O:5].